Predict the reactants needed to synthesize the given product. From a dataset of Full USPTO retrosynthesis dataset with 1.9M reactions from patents (1976-2016). (1) The reactants are: C1(C)C=CC(S([O-])(=O)=O)=CC=1.[NH+]1C=CC=CC=1.[F:18][C:19]1[C:20]([C:33]2[S:37][C:36]3[C:38]([C:42]4[C:47]([O:48][CH2:49][CH2:50][O:51]C5CCCCO5)=[CH:46][N:45]=[C:44]([F:58])[CH:43]=4)=[CH:39][CH:40]=[CH:41][C:35]=3[CH:34]=2)=[N:21][C:22]([NH:25][CH2:26][CH2:27][N:28]2[CH:32]=[CH:31][N:30]=[N:29]2)=[N:23][CH:24]=1. Given the product [N:28]1([CH2:27][CH2:26][NH:25][C:22]2[N:21]=[C:20]([C:33]3[S:37][C:36]4[C:38]([C:42]5[CH:43]=[C:44]([F:58])[N:45]=[CH:46][C:47]=5[O:48][CH2:49][CH2:50][OH:51])=[CH:39][CH:40]=[CH:41][C:35]=4[CH:34]=3)[C:19]([F:18])=[CH:24][N:23]=2)[CH:32]=[CH:31][N:30]=[N:29]1, predict the reactants needed to synthesize it. (2) Given the product [CH3:1][C:2]1[C:6]2[C:7]([O:12][C:13]3[CH:14]=[CH:15][C:16]([NH:19][C:20](=[O:31])[C@@H:21]([CH3:22])[NH2:23])=[CH:17][CH:18]=3)=[CH:8][C:9]([CH3:11])=[CH:10][C:5]=2[O:4][N:3]=1, predict the reactants needed to synthesize it. The reactants are: [CH3:1][C:2]1[C:6]2[C:7]([O:12][C:13]3[CH:18]=[CH:17][C:16]([NH:19][C:20](=[O:31])[C@H:21]([NH:23]C(=O)OC(C)(C)C)[CH3:22])=[CH:15][CH:14]=3)=[CH:8][C:9]([CH3:11])=[CH:10][C:5]=2[O:4][N:3]=1.C(O)(C(F)(F)F)=O. (3) Given the product [C:13]1([S:19]([N:8]2[C:9]3[CH2:10][CH2:11][CH2:12][C:4](=[O:3])[C:5]=3[CH:6]=[CH:7]2)(=[O:21])=[O:20])[CH:18]=[CH:17][CH:16]=[CH:15][CH:14]=1, predict the reactants needed to synthesize it. The reactants are: [OH-].[Na+].[O:3]=[C:4]1[CH2:12][CH2:11][CH2:10][C:9]2[NH:8][CH:7]=[CH:6][C:5]1=2.[C:13]1([S:19](Cl)(=[O:21])=[O:20])[CH:18]=[CH:17][CH:16]=[CH:15][CH:14]=1. (4) Given the product [CH:26]([C:4]1[CH:3]=[C:2]([CH3:1])[C:11]([CH2:12][C:13]2[CH:14]=[CH:15][C:16]([C:19]3[CH:24]=[CH:23][N:22]=[C:21]([CH3:25])[CH:20]=3)=[N:17][CH:18]=2)=[CH:10][C:5]=1[C:6]([O:8][CH3:9])=[O:7])=[O:30], predict the reactants needed to synthesize it. The reactants are: [CH3:1][C:2]1[C:11]([CH2:12][C:13]2[CH:14]=[CH:15][C:16]([C:19]3[CH:24]=[CH:23][N:22]=[C:21]([CH3:25])[CH:20]=3)=[N:17][CH:18]=2)=[CH:10][C:5]([C:6]([O:8][CH3:9])=[O:7])=[C:4]([CH:26]=C)[CH:3]=1.CC(C)=[O:30].C(#N)C.I([O-])(=O)(=O)=O.[Na+]. (5) Given the product [CH3:34][CH:33]([CH3:35])[CH2:32][CH2:31][N:26]1[CH2:27][CH2:28][CH:23]([N:9]([CH2:8][C:7]2[CH:6]=[CH:5][C:4]([N+:1]([O-:3])=[O:2])=[CH:30][CH:29]=2)[C:10](=[O:22])[C:11]2[CH:12]=[CH:13][C:14]([CH2:17][CH2:18][CH2:19][CH2:20][CH3:21])=[CH:15][CH:16]=2)[CH2:24][CH2:25]1, predict the reactants needed to synthesize it. The reactants are: [N+:1]([C:4]1[CH:30]=[CH:29][C:7]([CH2:8][N:9]([CH:23]2[CH2:28][CH2:27][NH:26][CH2:25][CH2:24]2)[C:10](=[O:22])[C:11]2[CH:16]=[CH:15][C:14]([CH2:17][CH2:18][CH2:19][CH2:20][CH3:21])=[CH:13][CH:12]=2)=[CH:6][CH:5]=1)([O-:3])=[O:2].[CH:31](=O)[CH2:32][CH:33]([CH3:35])[CH3:34].C(O[BH-](OC(=O)C)OC(=O)C)(=O)C.[Na+].O. (6) The reactants are: Br[C:2]1[CH:3]=[C:4]2[C:11]3([O:15][N:14]([CH3:16])[C:13]([NH2:17])=[N:12]3)[CH2:10][CH2:9][O:8][C:5]2=[CH:6][CH:7]=1.[C:18]([C:20]1[CH:21]=[C:22](B(O)O)[CH:23]=[CH:24][CH:25]=1)#[N:19]. Given the product [NH2:17][C:13]1[N:14]([CH3:16])[O:15][C:11]2([C:4]3[C:5](=[CH:6][CH:7]=[C:2]([C:24]4[CH:25]=[C:20]([CH:21]=[CH:22][CH:23]=4)[C:18]#[N:19])[CH:3]=3)[O:8][CH2:9][CH2:10]2)[N:12]=1, predict the reactants needed to synthesize it. (7) Given the product [N:1]([CH2:6][CH2:7][CH2:8][N:9]1[C:13]([CH3:14])=[CH:12][C:11]2[CH:15]=[C:16]([C:18]([C:20]3[CH:21]=[CH:22][C:23]([O:26][CH3:27])=[CH:24][CH:25]=3)=[O:19])[S:17][C:10]1=2)=[N+:2]=[N-:3], predict the reactants needed to synthesize it. The reactants are: [N-:1]=[N+:2]=[N-:3].[Na+].Cl[CH2:6][CH2:7][CH2:8][N:9]1[C:13]([CH3:14])=[CH:12][C:11]2[CH:15]=[C:16]([C:18]([C:20]3[CH:25]=[CH:24][C:23]([O:26][CH3:27])=[CH:22][CH:21]=3)=[O:19])[S:17][C:10]1=2.O. (8) Given the product [Br:14][C:11]1[C:12]([CH3:13])=[C:7]([CH:18]=[O:19])[CH:8]=[N:9][CH:10]=1, predict the reactants needed to synthesize it. The reactants are: C([Li])CCC.Br[C:7]1[CH:8]=[N:9][CH:10]=[C:11]([Br:14])[C:12]=1[CH3:13].CN([CH:18]=[O:19])C.[NH4+].[Cl-].